From a dataset of Forward reaction prediction with 1.9M reactions from USPTO patents (1976-2016). Predict the product of the given reaction. (1) Given the reactants [N+:1]([C:4]1[CH:9]=[CH:8][C:7]([N:10]2[CH2:14][CH2:13][CH2:12][CH:11]2[C:15]([OH:17])=[O:16])=[CH:6][CH:5]=1)([O-:3])=[O:2].S(Cl)(Cl)=O.[CH3:22]O, predict the reaction product. The product is: [CH3:22][O:16][C:15]([CH:11]1[CH2:12][CH2:13][CH2:14][N:10]1[C:7]1[CH:8]=[CH:9][C:4]([N+:1]([O-:3])=[O:2])=[CH:5][CH:6]=1)=[O:17]. (2) Given the reactants [C:1]([O:5][C:6](=[O:16])[NH:7][C:8]1[CH:13]=[CH:12][C:11]([F:14])=[CH:10][C:9]=1[NH2:15])([CH3:4])([CH3:3])[CH3:2].C([O:21][C:22](=O)[CH2:23][C:24]([C:26]1[CH:31]=[CH:30][CH:29]=[C:28]([C:32]2[CH:37]=[CH:36][N:35]=[C:34]([CH3:38])[CH:33]=2)[CH:27]=1)=[O:25])(C)(C)C, predict the reaction product. The product is: [C:1]([O:5][C:6](=[O:16])[NH:7][C:8]1[CH:13]=[CH:12][C:11]([F:14])=[CH:10][C:9]=1[NH:15][C:22](=[O:21])[CH2:23][C:24]([C:26]1[CH:31]=[CH:30][CH:29]=[C:28]([C:32]2[CH:37]=[CH:36][N:35]=[C:34]([CH3:38])[CH:33]=2)[CH:27]=1)=[O:25])([CH3:4])([CH3:2])[CH3:3].